Dataset: Catalyst prediction with 721,799 reactions and 888 catalyst types from USPTO. Task: Predict which catalyst facilitates the given reaction. Reactant: C(OC([N:8]1[C:13]2[CH:14]=[C:15]([Cl:25])[C:16]([N:18]([CH3:24])[C:19]3[N:20]=[N:21][NH:22][N:23]=3)=[CH:17][C:12]=2[O:11][CH:10]([C:26](=[O:45])[N:27]([CH2:29][CH2:30][C:31]([C:43]#[N:44])([CH2:41][CH3:42])[CH2:32]/[C:33](/[CH:39]=[CH2:40])=[CH:34]/[CH:35]=[C:36](/[F:38])\[CH3:37])[CH3:28])[CH2:9]1)=O)(C)(C)C.FC(F)(F)C(O)=O. Product: [C:43]([C:31]([CH2:41][CH3:42])([CH2:32]/[C:33](/[CH:39]=[CH2:40])=[CH:34]/[CH:35]=[C:36](/[F:38])\[CH3:37])[CH2:30][CH2:29][N:27]([CH3:28])[C:26]([CH:10]1[CH2:9][NH:8][C:13]2[CH:14]=[C:15]([Cl:25])[C:16]([N:18]([CH3:24])[C:19]3[N:20]=[N:21][NH:22][N:23]=3)=[CH:17][C:12]=2[O:11]1)=[O:45])#[N:44]. The catalyst class is: 2.